From a dataset of Full USPTO retrosynthesis dataset with 1.9M reactions from patents (1976-2016). Predict the reactants needed to synthesize the given product. (1) Given the product [B:14]([OH:19])([OH:15])[C:2]1[CH:3]=[CH:4][C:5]([Cl:8])=[N:6][CH:7]=1, predict the reactants needed to synthesize it. The reactants are: Br[C:2]1[CH:3]=[CH:4][C:5]([Cl:8])=[N:6][CH:7]=1.[Li]CCCC.[B:14](OC(C)C)([O:19]C(C)C)[O:15]C(C)C.Cl. (2) The reactants are: [CH3:1][O:2][C:3]1[CH:20]=[CH:19][C:6]([CH2:7][N:8]2[C:12]3[N:13]=[CH:14][CH:15]=[C:16]([OH:17])[C:11]=3[C:10]([CH3:18])=[N:9]2)=[CH:5][CH:4]=1.Cl[C:22]1[N:27]=[CH:26][C:25]([N+:28]([O-:30])=[O:29])=[CH:24][N:23]=1.C(=O)([O-])[O-].[Cs+].[Cs+].CN(C=O)C. Given the product [CH3:1][O:2][C:3]1[CH:4]=[CH:5][C:6]([CH2:7][N:8]2[C:12]3=[N:13][CH:14]=[CH:15][C:16]([O:17][C:22]4[N:27]=[CH:26][C:25]([N+:28]([O-:30])=[O:29])=[CH:24][N:23]=4)=[C:11]3[C:10]([CH3:18])=[N:9]2)=[CH:19][CH:20]=1, predict the reactants needed to synthesize it. (3) The reactants are: [Cl:1][C:2]1[CH:11]=[CH:10][C:9]([Cl:12])=[CH:8][C:3]=1[C:4]([NH:6][NH2:7])=[O:5].C(N(CC)CC)C.[CH2:20]([C:28]1([CH2:44][CH2:45][CH2:46][CH2:47][CH2:48][CH2:49][CH2:50][CH3:51])[C:40]2[CH:39]=[C:38]([C:41](Cl)=[O:42])[CH:37]=[CH:36][C:35]=2[C:34]2[C:29]1=[CH:30][CH:31]=[CH:32][CH:33]=2)[CH2:21][CH2:22][CH2:23][CH2:24][CH2:25][CH2:26][CH3:27]. Given the product [Cl:1][C:2]1[CH:11]=[CH:10][C:9]([Cl:12])=[CH:8][C:3]=1[C:4]([NH:6][NH:7][C:41]([C:38]1[CH:37]=[CH:36][C:35]2[C:34]3[C:29](=[CH:30][CH:31]=[CH:32][CH:33]=3)[C:28]([CH2:44][CH2:45][CH2:46][CH2:47][CH2:48][CH2:49][CH2:50][CH3:51])([CH2:20][CH2:21][CH2:22][CH2:23][CH2:24][CH2:25][CH2:26][CH3:27])[C:40]=2[CH:39]=1)=[O:42])=[O:5], predict the reactants needed to synthesize it. (4) The reactants are: C[N:2](C=O)C.[CH3:6][O:7][C:8]1[CH:13]=[CH:12][C:11]([C:14]2[C:23]([C:24]3[CH:29]=[CH:28][C:27]([O:30][CH3:31])=[CH:26][CH:25]=3)=[N:22][C:21]3[C:16](=[CH:17][CH:18]=[C:19]([S:32]([OH:35])(=O)=[O:33])[CH:20]=3)[N:15]=2)=[CH:10][CH:9]=1. Given the product [CH3:6][O:7][C:8]1[CH:13]=[CH:12][C:11]([C:14]2[C:23]([C:24]3[CH:29]=[CH:28][C:27]([O:30][CH3:31])=[CH:26][CH:25]=3)=[N:22][C:21]3[C:16](=[CH:17][CH:18]=[C:19]([S:32]([NH2:2])(=[O:35])=[O:33])[CH:20]=3)[N:15]=2)=[CH:10][CH:9]=1, predict the reactants needed to synthesize it. (5) Given the product [NH2:1][C:2]1[CH:7]=[C:6]([CH2:8][C:9]([O:11][CH2:12][CH3:13])=[O:10])[C:5]([Br:14])=[CH:4][N:3]=1, predict the reactants needed to synthesize it. The reactants are: [NH2:1][C:2]1[CH:7]=[C:6]([CH2:8][C:9]([O:11][CH2:12][CH3:13])=[O:10])[CH:5]=[CH:4][N:3]=1.[Br:14]Br.